Dataset: Forward reaction prediction with 1.9M reactions from USPTO patents (1976-2016). Task: Predict the product of the given reaction. (1) Given the reactants [NH2:1][C:2]1[CH:3]=[CH:4][C:5]([F:17])=[C:6]([C@:8]2([CH3:16])[C@@H:13]([F:14])[CH2:12][O:11][C:10]([NH2:15])=[N:9]2)[CH:7]=1.[F:18][CH:19]([F:31])[CH2:20][O:21][C:22]1[CH:23]=[CH:24][C:25]([C:28](O)=[O:29])=[N:26][CH:27]=1, predict the reaction product. The product is: [NH2:15][C:10]1[O:11][CH2:12][C@H:13]([F:14])[C@:8]([C:6]2[CH:7]=[C:2]([NH:1][C:28]([C:25]3[CH:24]=[CH:23][C:22]([O:21][CH2:20][CH:19]([F:31])[F:18])=[CH:27][N:26]=3)=[O:29])[CH:3]=[CH:4][C:5]=2[F:17])([CH3:16])[N:9]=1. (2) Given the reactants [CH2:1]([O:8][C:9]1[CH:17]=[CH:16][CH:15]=[C:14]([O:18][CH2:19][CH2:20][CH:21]=[CH2:22])[C:10]=1[C:11](O)=[O:12])[C:2]1[CH:7]=[CH:6][CH:5]=[CH:4][CH:3]=1.C(Cl)(=O)C([Cl:26])=O, predict the reaction product. The product is: [CH2:1]([O:8][C:9]1[CH:17]=[CH:16][CH:15]=[C:14]([O:18][CH2:19][CH2:20][CH:21]=[CH2:22])[C:10]=1[C:11]([Cl:26])=[O:12])[C:2]1[CH:7]=[CH:6][CH:5]=[CH:4][CH:3]=1. (3) The product is: [F:46][C:47]1[CH:48]=[C:49](/[CH:54]=[CH:55]/[C:56]([N:40]2[CH2:39][C@H:38]([CH2:41][CH:42]([CH3:44])[CH3:43])[NH:37][C:36](=[O:45])[C@@H:35]2[CH2:31][CH:32]([CH3:34])[CH3:33])=[O:57])[CH:50]=[C:51]([F:53])[CH:52]=1. Given the reactants C([C@@H]1N(C(=O)C2C=CC(OC3C=CC=CC=3)=CC=2)C[C@H](CC(C)C)NC1=O)C(C)C.[CH2:31]([C@@H:35]1[NH:40][CH2:39][C@H:38]([CH2:41][CH:42]([CH3:44])[CH3:43])[NH:37][C:36]1=[O:45])[CH:32]([CH3:34])[CH3:33].[F:46][C:47]1[CH:48]=[C:49](/[CH:54]=[CH:55]/[C:56](O)=[O:57])[CH:50]=[C:51]([F:53])[CH:52]=1, predict the reaction product. (4) Given the reactants Cl.[CH3:2][S:3]([NH:6][C:7]1[CH:15]=[C:14]2[C:10]([CH:11]=[C:12]([C:16]([OH:18])=O)[NH:13]2)=[CH:9][CH:8]=1)(=[O:5])=[O:4].[CH2:19]([O:23][C:24]1[CH:25]=[C:26]([CH:28]=[C:29]([S:31]([C:34]2[CH:39]=[CH:38][CH:37]=[C:36]([O:40][C:41]([F:44])([F:43])[F:42])[CH:35]=2)(=[O:33])=[O:32])[CH:30]=1)[NH2:27])[CH:20]([CH3:22])[CH3:21].CN(C(ON1N=NC2C=CC=NC1=2)=[N+](C)C)C.F[P-](F)(F)(F)(F)F.CCN(C(C)C)C(C)C, predict the reaction product. The product is: [CH2:19]([O:23][C:24]1[CH:25]=[C:26]([NH:27][C:16]([C:12]2[NH:13][C:14]3[C:10]([CH:11]=2)=[CH:9][CH:8]=[C:7]([NH:6][S:3]([CH3:2])(=[O:4])=[O:5])[CH:15]=3)=[O:18])[CH:28]=[C:29]([S:31]([C:34]2[CH:39]=[CH:38][CH:37]=[C:36]([O:40][C:41]([F:42])([F:43])[F:44])[CH:35]=2)(=[O:33])=[O:32])[CH:30]=1)[CH:20]([CH3:22])[CH3:21].